Predict the reaction yield, written as a fraction of the theoretical maximum amount of product (1.0 means a 100% yield; for example, 0.34 means a 34% yield). From a dataset of Reaction yield outcomes from USPTO patents with 853,638 reactions. (1) The yield is 0.480. The catalyst is ClCCl.C(OCC)(=O)C. The product is [F:20][C:21]([F:34])([F:33])[S:22]([O:12][C:1]1[CH:2]=[CH:3][CH:4]=[C:5]2[C:10]=1[CH:9]=[CH:8][CH:7]=[C:6]2[O:11][S:22]([C:21]([F:20])([F:33])[F:34])(=[O:23])=[O:24])(=[O:24])=[O:23]. The reactants are [C:1]1([OH:12])[C:10]2[CH:9]=[CH:8][CH:7]=[C:6]([OH:11])[C:5]=2[CH:4]=[CH:3][CH:2]=1.C(N(CC)CC)C.[F:20][C:21]([F:34])([F:33])[S:22](O[S:22]([C:21]([F:34])([F:33])[F:20])(=[O:24])=[O:23])(=[O:24])=[O:23]. (2) The reactants are Cl.[F:2][C:3]1[CH:4]=[CH:5][C:6]([O:11][C:12]2[CH:13]=[C:14]3[C:18](=[CH:19][CH:20]=2)[N:17]([CH3:21])[N:16]=[CH:15]3)=[C:7]([CH:10]=1)[CH2:8][NH2:9].C(N(C(C)C)CC)(C)C.[C:31]([O:35][C:36](O[C:36]([O:35][C:31]([CH3:34])([CH3:33])[CH3:32])=[O:37])=[O:37])([CH3:34])([CH3:33])[CH3:32]. The catalyst is C(Cl)Cl.C(OCC)(=O)C. The product is [C:31]([O:35][C:36](=[O:37])[NH:9][CH2:8][C:7]1[CH:10]=[C:3]([F:2])[CH:4]=[CH:5][C:6]=1[O:11][C:12]1[CH:13]=[C:14]2[C:18](=[CH:19][CH:20]=1)[N:17]([CH3:21])[N:16]=[CH:15]2)([CH3:34])([CH3:33])[CH3:32]. The yield is 0.930. (3) The reactants are C[O:2][C:3]([C:5]1([S:19]([C:22]2[CH:27]=[CH:26][C:25]([O:28][CH2:29][C:30]#[C:31][CH3:32])=[CH:24][CH:23]=2)(=[O:21])=[O:20])[CH2:10][CH2:9][N:8]([C:11](=[O:18])[C:12]2[CH:17]=[CH:16][CH:15]=[CH:14][CH:13]=2)[CH2:7][CH2:6]1)=[O:4].[OH-].[Li+]. The catalyst is O1CCCC1.O. The yield is 0.860. The product is [C:11]([N:8]1[CH2:7][CH2:6][C:5]([S:19]([C:22]2[CH:23]=[CH:24][C:25]([O:28][CH2:29][C:30]#[C:31][CH3:32])=[CH:26][CH:27]=2)(=[O:21])=[O:20])([C:3]([OH:4])=[O:2])[CH2:10][CH2:9]1)(=[O:18])[C:12]1[CH:17]=[CH:16][CH:15]=[CH:14][CH:13]=1. (4) The reactants are OC(C(F)(F)F)=O.[C:8]([O:12][C:13]([N:15]([CH2:21][C:22]([O:24][CH2:25][CH3:26])=[O:23])[CH:16]([CH3:20])[C:17]([OH:19])=O)=[O:14])([CH3:11])([CH3:10])[CH3:9].CCN=C=NCCCN(C)C.C1C=CC2N(O)N=NC=2C=1.[CH2:48]([O:50][C:51](=[O:69])[CH2:52][C@H:53]([NH2:68])[CH2:54][C:55]1[CH:60]=[CH:59][C:58]([C:61]2[CH:66]=[CH:65][CH:64]=[C:63]([Cl:67])[CH:62]=2)=[CH:57][CH:56]=1)[CH3:49]. The catalyst is C1COCC1.C(#N)C.O. The product is [CH2:48]([O:50][C:51](=[O:69])[CH2:52][C@H:53]([NH:68][C:17](=[O:19])[CH:16]([N:15]([C:13]([O:12][C:8]([CH3:9])([CH3:10])[CH3:11])=[O:14])[CH2:21][C:22]([O:24][CH2:25][CH3:26])=[O:23])[CH3:20])[CH2:54][C:55]1[CH:60]=[CH:59][C:58]([C:61]2[CH:66]=[CH:65][CH:64]=[C:63]([Cl:67])[CH:62]=2)=[CH:57][CH:56]=1)[CH3:49]. The yield is 0.710. (5) The reactants are [OH:1][C@H:2]1[CH2:6][CH2:5][N:4]([C:7]([O:9][C:10]([CH3:13])([CH3:12])[CH3:11])=[O:8])[CH2:3]1.C(N(CC)CC)C.[CH:21]1[N:25]=[CH:24][N:23]([C:26](N2C=NC=C2)=[O:27])[CH:22]=1. The catalyst is C1COCC1.CCOC(C)=O. The product is [N:23]1([C:26]([O:1][C@H:2]2[CH2:6][CH2:5][N:4]([C:7]([O:9][C:10]([CH3:13])([CH3:12])[CH3:11])=[O:8])[CH2:3]2)=[O:27])[CH:22]=[CH:21][N:25]=[CH:24]1. The yield is 0.640. (6) The reactants are [CH3:1][S:2](Cl)(=[O:4])=[O:3].[NH2:6][C:7]1[C:26]([C:27]2[CH:28]=[C:29]([CH:35]=[CH:36][CH:37]=2)[C:30]([O:32][CH2:33][CH3:34])=[O:31])=[CH:25][C:10]2[C:11]([C:21](=[O:24])[NH:22][CH3:23])=[C:12]([C:14]3[CH:19]=[CH:18][C:17]([F:20])=[CH:16][CH:15]=3)[O:13][C:9]=2[CH:8]=1. The catalyst is N1C=CC=CC=1. The product is [F:20][C:17]1[CH:18]=[CH:19][C:14]([C:12]2[O:13][C:9]3[CH:8]=[C:7]([NH:6][S:2]([CH3:1])(=[O:4])=[O:3])[C:26]([C:27]4[CH:28]=[C:29]([CH:35]=[CH:36][CH:37]=4)[C:30]([O:32][CH2:33][CH3:34])=[O:31])=[CH:25][C:10]=3[C:11]=2[C:21](=[O:24])[NH:22][CH3:23])=[CH:15][CH:16]=1. The yield is 0.610. (7) The product is [Br:13][CH2:14][CH2:15][CH2:16][CH2:17][C:1]1([C:6]([O:8][CH2:9][CH2:10][CH2:11][CH3:12])=[O:7])[CH2:5][CH2:4][CH2:3][CH2:2]1. The catalyst is C1COCC1. The yield is 0.490. The reactants are [CH:1]1([C:6]([O:8][CH2:9][CH2:10][CH2:11][CH3:12])=[O:7])[CH2:5][CH2:4][CH2:3][CH2:2]1.[Br:13][CH2:14][CH2:15][CH2:16][CH2:17]Br.[Li+].CC([N-]C(C)C)C. (8) The reactants are CC([O-])(C)C.[K+].[Cl:7][C:8]1[CH:13]=[C:12]([N+]([O-])=O)[CH:11]=[CH:10][N:9]=1.[CH3:17][O:18][CH2:19][CH2:20][OH:21]. No catalyst specified. The product is [Cl:7][C:8]1[CH:13]=[C:12]([O:21][CH2:20][CH2:19][O:18][CH3:17])[CH:11]=[CH:10][N:9]=1. The yield is 0.880.